From a dataset of Catalyst prediction with 721,799 reactions and 888 catalyst types from USPTO. Predict which catalyst facilitates the given reaction. (1) Reactant: [Br:1][C:2]1[CH:3]=[N:4][C:5]([NH:11][C:12]([NH:14][CH2:15][CH2:16][C:17]([O:19][CH3:20])=[O:18])=[O:13])=[C:6]([CH:10]=1)[C:7]([OH:9])=O.[C:21]([O-])([O-])=O.[K+].[K+].CI. Product: [Br:1][C:2]1[CH:3]=[N:4][C:5]2[N:11]([CH3:21])[C:12](=[O:13])[N:14]([CH2:15][CH2:16][C:17]([O:19][CH3:20])=[O:18])[C:7](=[O:9])[C:6]=2[CH:10]=1. The catalyst class is: 21. (2) Reactant: [OH-].[Na+].[NH2:3][C:4]1[C:9]([F:10])=[C:8]([C:11]2[CH:16]=[CH:15][C:14]([I:17])=[C:13]([F:18])[C:12]=2[F:19])[N:7]=[C:6]([C:20]([O:22]C)=[O:21])[C:5]=1[Cl:24].Cl. Product: [NH2:3][C:4]1[C:9]([F:10])=[C:8]([C:11]2[CH:16]=[CH:15][C:14]([I:17])=[C:13]([F:18])[C:12]=2[F:19])[N:7]=[C:6]([C:20]([OH:22])=[O:21])[C:5]=1[Cl:24]. The catalyst class is: 5. (3) Reactant: [OH:1][C:2]#[C:3][CH2:4][CH2:5][CH2:6][C:7]1[N:8]([CH2:23][C:24]2[C:33]3[C:28](=[CH:29][CH:30]=[CH:31][CH:32]=3)[CH:27]=[CH:26][CH:25]=2)[CH:9]=[C:10]2[C:15]=1[C:14](=[O:16])[N:13]([CH3:17])[C:12](=[O:18])[N:11]2[CH2:19][CH:20]([CH3:22])[CH3:21].[H][H]. The catalyst class is: 29. Product: [OH:1][CH2:2][CH2:3][CH2:4][CH2:5][CH2:6][C:7]1[N:8]([CH2:23][C:24]2[C:33]3[C:28](=[CH:29][CH:30]=[CH:31][CH:32]=3)[CH:27]=[CH:26][CH:25]=2)[CH:9]=[C:10]2[C:15]=1[C:14](=[O:16])[N:13]([CH3:17])[C:12](=[O:18])[N:11]2[CH2:19][CH:20]([CH3:22])[CH3:21]. (4) Reactant: [CH3:1][C:2]1([CH3:17])[CH2:10][C:9]2[NH:8][CH:7]=[C:6]([CH2:11][CH2:12][C:13]([OH:15])=O)[C:5]=2[C:4](=[O:16])[CH2:3]1.C(N1C=CN=C1)(N1C=CN=C1)=O.[CH2:30]([NH:32][CH2:33][CH3:34])[CH3:31]. Product: [CH3:17][C:2]1([CH3:1])[CH2:10][C:9]2[NH:8][CH:7]=[C:6]([CH2:11][CH2:12][C:13]([N:32]([CH2:33][CH3:34])[CH2:30][CH3:31])=[O:15])[C:5]=2[C:4](=[O:16])[CH2:3]1. The catalyst class is: 4.